From a dataset of Blood-brain barrier permeability classification from the B3DB database. Regression/Classification. Given a drug SMILES string, predict its absorption, distribution, metabolism, or excretion properties. Task type varies by dataset: regression for continuous measurements (e.g., permeability, clearance, half-life) or binary classification for categorical outcomes (e.g., BBB penetration, CYP inhibition). Dataset: b3db_classification. (1) The compound is CN1C(CC(=O)c2ccccc2)CCCC1CC(O)c1ccccc1. The result is 1 (penetrates BBB). (2) The drug is CC(=O)OCC(=O)[C@@]12N=C(C)O[C@@H]1C[C@H]1[C@@H]3CCC4=CC(=O)C=C[C@]4(C)[C@@]3(F)[C@@H](O)C[C@@]12C. The result is 1 (penetrates BBB). (3) The molecule is C=CCN1CC(C(=O)N(CCCN(C)C)C(=O)NCC)CC2c3cccc4[nH]cc(c34)CC21. The result is 1 (penetrates BBB). (4) The drug is ClC=C(Cl)Cl. The result is 1 (penetrates BBB). (5) The compound is FC(F)OC(F)C(F)(F)F. The result is 1 (penetrates BBB). (6) The drug is CCN(C)C(=O)Oc1cccc([C@@H](C)N(C)C)c1. The result is 1 (penetrates BBB).